This data is from Forward reaction prediction with 1.9M reactions from USPTO patents (1976-2016). The task is: Predict the product of the given reaction. (1) Given the reactants C(OC([NH:11][C@@H:12]([CH2:24][C:25]1[CH:30]=[CH:29][C:28]([C:31]2[N:36]=[CH:35][C:34]([C:37]3[CH:42]=[CH:41][C:40]([O:43][CH2:44][CH2:45][CH2:46][CH2:47][CH2:48][CH2:49][CH3:50])=[CH:39][CH:38]=3)=[CH:33][N:32]=2)=[CH:27][CH:26]=1)[C:13]([N:15]1[CH2:19][CH2:18][C@H:17]([C:20]([O:22][CH3:23])=[O:21])[CH2:16]1)=[O:14])=O)C1C=CC=CC=1, predict the reaction product. The product is: [NH2:11][C@@H:12]([CH2:24][C:25]1[CH:26]=[CH:27][C:28]([C:31]2[N:36]=[CH:35][C:34]([C:37]3[CH:38]=[CH:39][C:40]([O:43][CH2:44][CH2:45][CH2:46][CH2:47][CH2:48][CH2:49][CH3:50])=[CH:41][CH:42]=3)=[CH:33][N:32]=2)=[CH:29][CH:30]=1)[C:13]([N:15]1[CH2:19][CH2:18][C@H:17]([C:20]([O:22][CH3:23])=[O:21])[CH2:16]1)=[O:14]. (2) Given the reactants [Cl:1][C:2]1[N:11]=[CH:10][C:9]2[NH:8][CH2:7][C@@H:6]3[CH2:12][O:13][CH2:14][CH2:15][N:5]3[C:4]=2[N:3]=1.CC(C)([O-])C.[Na+].Cl[CH2:23][C:24]1[O:28][CH:27]=[N:26][CH:25]=1, predict the reaction product. The product is: [Cl:1][C:2]1[N:11]=[CH:10][C:9]2[N:8]([CH2:23][C:24]3[O:28][CH:27]=[N:26][CH:25]=3)[CH2:7][C@@H:6]3[CH2:12][O:13][CH2:14][CH2:15][N:5]3[C:4]=2[N:3]=1. (3) Given the reactants [C:1]([O:5][C:6](=[O:16])[N:7]([CH3:15])[CH2:8][C:9]1[N:13]=[C:12]([CH3:14])[NH:11][N:10]=1)([CH3:4])([CH3:3])[CH3:2].C([O-])([O-])=O.[Cs+].[Cs+].Br[CH2:24][C:25]([O:27][CH2:28][C:29]1[CH:34]=[CH:33][CH:32]=[CH:31][CH:30]=1)=[O:26], predict the reaction product. The product is: [C:1]([O:5][C:6]([N:7]([CH2:8][C:9]1[N:13]=[C:12]([CH3:14])[N:11]([CH2:24][C:25]([O:27][CH2:28][C:29]2[CH:34]=[CH:33][CH:32]=[CH:31][CH:30]=2)=[O:26])[N:10]=1)[CH3:15])=[O:16])([CH3:4])([CH3:3])[CH3:2]. (4) Given the reactants [CH2:1]([NH:6][C:7]1[CH:8]=[C:9]([C:13]2[CH:18]=[CH:17][C:16]([C:19]([F:22])([F:21])[F:20])=[CH:15][CH:14]=2)[CH:10]=[CH:11][CH:12]=1)[CH2:2][CH2:3][CH2:4][CH3:5].Cl[S:24]([C:27]1[CH:39]=[CH:38][C:30]([O:31][CH2:32][C:33]([O:35][CH2:36][CH3:37])=[O:34])=[C:29]([CH3:40])[CH:28]=1)(=[O:26])=[O:25].C(N(CC)CC)C, predict the reaction product. The product is: [CH3:40][C:29]1[CH:28]=[C:27]([S:24]([N:6]([CH2:1][CH2:2][CH2:3][CH2:4][CH3:5])[C:7]2[CH:8]=[C:9]([C:13]3[CH:14]=[CH:15][C:16]([C:19]([F:20])([F:21])[F:22])=[CH:17][CH:18]=3)[CH:10]=[CH:11][CH:12]=2)(=[O:25])=[O:26])[CH:39]=[CH:38][C:30]=1[O:31][CH2:32][C:33]([O:35][CH2:36][CH3:37])=[O:34]. (5) Given the reactants CC1C=CC(S(O[CH2:12][CH:13]2[CH2:22][CH2:21][C:20]3[C:15](=[CH:16][C:17]([S:23]([CH3:26])(=[O:25])=[O:24])=[CH:18][CH:19]=3)[O:14]2)(=O)=O)=CC=1.[CH3:27][NH:28][CH2:29][CH3:30].CC(C)(C)CNC[C@@H]1OC2C=C(S(C)(=O)=O)C=CC=2OC1, predict the reaction product. The product is: [CH3:27][N:28]([CH2:12][CH:13]1[CH2:22][CH2:21][C:20]2[C:15](=[CH:16][C:17]([S:23]([CH3:26])(=[O:24])=[O:25])=[CH:18][CH:19]=2)[O:14]1)[CH2:29][CH3:30].